This data is from Forward reaction prediction with 1.9M reactions from USPTO patents (1976-2016). The task is: Predict the product of the given reaction. (1) Given the reactants [H-].[Na+].[CH3:3][N:4]([CH2:6][CH2:7]O)[CH3:5].CS([O:13][CH:14]([CH2:33][CH2:34][CH2:35][CH2:36][CH2:37][CH2:38][CH2:39][CH2:40]/[CH:41]=[CH:42]\[CH2:43]/[CH:44]=[CH:45]\[CH2:46][CH2:47][CH2:48][CH2:49][CH3:50])[CH2:15][CH2:16][CH2:17][CH2:18][CH2:19][CH2:20][CH2:21][CH2:22]/[CH:23]=[CH:24]\[CH2:25]/[CH:26]=[CH:27]\[CH2:28][CH2:29][CH2:30][CH2:31][CH3:32])(=O)=O.[CH2:51](O)C, predict the reaction product. The product is: [CH2:15]([CH:14]([CH2:33][CH2:34][CH2:35][CH2:36][CH2:37][CH2:38][CH2:39][CH2:40]/[CH:41]=[CH:42]\[CH2:43]/[CH:44]=[CH:45]\[CH2:46][CH2:47][CH2:48][CH2:49][CH3:50])[O:13][CH2:51][CH2:7][CH2:6][N:4]([CH3:3])[CH3:5])[CH2:16][CH2:17][CH2:18][CH2:19][CH2:20][CH2:21][CH2:22]/[CH:23]=[CH:24]\[CH2:25]/[CH:26]=[CH:27]\[CH2:28][CH2:29][CH2:30][CH2:31][CH3:32]. (2) Given the reactants Br[C:2]1[CH:3]=[C:4]([NH:10][C:11]2[CH:23]=[C:14]3[CH2:15][N:16]([CH2:19][CH2:20][C:21]#[N:22])[CH2:17][CH2:18][N:13]3[N:12]=2)[C:5](=[O:9])[N:6]([CH3:8])[CH:7]=1.[C:24]([O:27][CH2:28][C:29]1[C:30]([N:44]2[CH2:55][CH2:54][N:53]3[C:46](=[CH:47][C:48]4[CH2:49][C:50]([CH3:57])([CH3:56])[CH2:51][C:52]=43)[C:45]2=[O:58])=[N:31][CH:32]=[CH:33][C:34]=1B1OC(C)(C)C(C)(C)O1)(=[O:26])[CH3:25], predict the reaction product. The product is: [C:24]([O:27][CH2:28][C:29]1[C:30]([N:44]2[CH2:55][CH2:54][N:53]3[C:46](=[CH:47][C:48]4[CH2:49][C:50]([CH3:57])([CH3:56])[CH2:51][C:52]=43)[C:45]2=[O:58])=[N:31][CH:32]=[CH:33][C:34]=1[C:2]1[CH:3]=[C:4]([NH:10][C:11]2[CH:23]=[C:14]3[CH2:15][N:16]([CH2:19][CH2:20][C:21]#[N:22])[CH2:17][CH2:18][N:13]3[N:12]=2)[C:5](=[O:9])[N:6]([CH3:8])[CH:7]=1)(=[O:26])[CH3:25].